Dataset: Forward reaction prediction with 1.9M reactions from USPTO patents (1976-2016). Task: Predict the product of the given reaction. (1) Given the reactants Cl[C:2]1[CH:7]=[CH:6][C:5]([N+:8]([O-:10])=[O:9])=[C:4](OC)[CH:3]=1.[N:13]1[CH:18]=[CH:17][CH:16]=[C:15](B(O)O)[CH:14]=1.[C:22]([O-])([O-])=O.[Na+].[Na+].O, predict the reaction product. The product is: [CH3:22][C:4]1[CH:3]=[C:2]([C:15]2[CH:14]=[N:13][CH:18]=[CH:17][CH:16]=2)[CH:7]=[CH:6][C:5]=1[N+:8]([O-:10])=[O:9]. (2) Given the reactants [C:1]([CH2:4][CH2:5][C:6]1[C:7]([CH3:26])=[C:8](C(O)=O)[NH:9][C:10]=1[CH:11]=[C:12]1[C:20]2[C:15](=[CH:16][C:17]([Cl:21])=[CH:18][CH:19]=2)[NH:14][C:13]1=[O:22])([OH:3])=[O:2].[OH-].[K+].O.Cl, predict the reaction product. The product is: [Cl:21][C:17]1[CH:16]=[C:15]2[C:20]([C:12](=[CH:11][C:10]3[NH:9][CH:8]=[C:7]([CH3:26])[C:6]=3[CH2:5][CH2:4][C:1]([OH:3])=[O:2])[C:13](=[O:22])[NH:14]2)=[CH:19][CH:18]=1. (3) Given the reactants [OH:1][C:2]1[CH:7]=[CH:6][C:5]([CH:8]=[CH:9][C:10](=[O:25])[CH2:11][C:12](=[O:24])[CH:13]=[CH:14][C:15]2[CH:20]=[CH:19][C:18]([OH:21])=[C:17]([O:22][CH3:23])[CH:16]=2)=[CH:4][C:3]=1[O:26][CH3:27], predict the reaction product. The product is: [OH:21][C:18]1[CH:19]=[CH:20][C:15]([CH2:14][CH2:13][C:12](=[O:24])[CH2:11][C:10](=[O:25])[CH2:9][CH2:8][C:5]2[CH:6]=[CH:7][C:2]([OH:1])=[C:3]([O:26][CH3:27])[CH:4]=2)=[CH:16][C:17]=1[O:22][CH3:23]. (4) Given the reactants I[CH2:2][CH3:3].[F:4][C:5]([F:33])([F:32])[C:6]1[CH:31]=[CH:30][CH:29]=[CH:28][C:7]=1[C:8]([N:10]1[CH2:15][CH2:14][N:13]([C:16]2[N:21]=[N:20][C:19]([N:22]3[CH2:26][CH2:25][NH:24][C:23]3=[O:27])=[CH:18][CH:17]=2)[CH2:12][CH2:11]1)=[O:9], predict the reaction product. The product is: [CH2:2]([N:24]1[CH2:25][CH2:26][N:22]([C:19]2[N:20]=[N:21][C:16]([N:13]3[CH2:12][CH2:11][N:10]([C:8](=[O:9])[C:7]4[CH:28]=[CH:29][CH:30]=[CH:31][C:6]=4[C:5]([F:4])([F:32])[F:33])[CH2:15][CH2:14]3)=[CH:17][CH:18]=2)[C:23]1=[O:27])[CH3:3].